From a dataset of Catalyst prediction with 721,799 reactions and 888 catalyst types from USPTO. Predict which catalyst facilitates the given reaction. (1) Reactant: [CH2:1]([O:8][C:9]1[CH:17]=[C:16]([O:18][CH2:19][C:20]2[CH:25]=[CH:24][CH:23]=[CH:22][CH:21]=2)[CH:15]=[CH:14][C:10]=1[C:11]([NH2:13])=[O:12])[C:2]1[CH:7]=[CH:6][CH:5]=[CH:4][CH:3]=1.F[P-](F)(F)(F)(F)F.[CH2:33]([O+](CC)CC)[CH3:34]. Product: [CH2:1]([O:8][C:9]1[CH:17]=[C:16]([O:18][CH2:19][C:20]2[CH:25]=[CH:24][CH:23]=[CH:22][CH:21]=2)[CH:15]=[CH:14][C:10]=1[C:11](=[NH:13])[O:12][CH2:33][CH3:34])[C:2]1[CH:3]=[CH:4][CH:5]=[CH:6][CH:7]=1. The catalyst class is: 2. (2) Reactant: [F:1][C:2]1[CH:3]=[C:4]([C:27]([O:29][CH3:30])=[O:28])[C:5]2[C:6](=[O:26])[CH:7]([C:20]3[N:24]([CH3:25])[N:23]=[CH:22][N:21]=3)[CH:8]([C:13]3[CH:18]=[CH:17][C:16]([F:19])=[CH:15][CH:14]=3)[N:9](O)[C:10]=2[CH:11]=1.Cl. Product: [F:1][C:2]1[CH:3]=[C:4]([C:27]([O:29][CH3:30])=[O:28])[C:5]2[C:6](=[O:26])[CH:7]([C:20]3[N:24]([CH3:25])[N:23]=[CH:22][N:21]=3)[CH:8]([C:13]3[CH:14]=[CH:15][C:16]([F:19])=[CH:17][CH:18]=3)[NH:9][C:10]=2[CH:11]=1. The catalyst class is: 415. (3) Reactant: [CH3:1][C:2]1([CH3:39])[O:7][C:6]2[CH:8]=[CH:9][C:10]([C@H:12]3[O:16]C(=O)[N:14]([CH2:18][CH2:19][CH2:20][CH2:21][CH2:22][CH2:23][O:24][CH2:25][CH2:26][CH2:27][CH2:28][C:29]4[CH:30]=[C:31]([S:35]([NH2:38])(=[O:37])=[O:36])[CH:32]=[CH:33][CH:34]=4)[CH2:13]3)=[CH:11][C:5]=2[CH2:4][O:3]1. Product: [CH3:1][C:2]1([CH3:39])[O:7][C:6]2[CH:8]=[CH:9][C:10]([C@@H:12]([OH:16])[CH2:13][NH:14][CH2:18][CH2:19][CH2:20][CH2:21][CH2:22][CH2:23][O:24][CH2:25][CH2:26][CH2:27][CH2:28][C:29]3[CH:30]=[C:31]([S:35]([NH2:38])(=[O:37])=[O:36])[CH:32]=[CH:33][CH:34]=3)=[CH:11][C:5]=2[CH2:4][O:3]1. The catalyst class is: 1.